This data is from Forward reaction prediction with 1.9M reactions from USPTO patents (1976-2016). The task is: Predict the product of the given reaction. (1) Given the reactants Br[CH2:2][C:3]1[CH:8]=[C:7]([O:9][CH3:10])[CH:6]=[C:5]([O:11][CH3:12])[CH:4]=1.[S:13]([O-:16])([O-:15])=[O:14].[Na+:17].[Na+], predict the reaction product. The product is: [CH3:12][O:11][C:5]1[CH:4]=[C:3]([CH2:2][S:13]([O-:16])(=[O:15])=[O:14])[CH:8]=[C:7]([O:9][CH3:10])[CH:6]=1.[Na+:17]. (2) The product is: [Cl:25][C:24]1[C:19]([O:18][C:12]2[CH:13]=[C:14]([CH:15]=[CH:16][C:11]=2[CH2:10][CH2:9][CH2:8][O:7][C:6]([NH:5][CH2:4][CH:1]2[CH2:3][CH2:2]2)=[O:30])[O:17][CH2:38][C:39]([O:41][CH2:42][CH3:43])=[O:40])=[N:20][CH:21]=[C:22]([C:26]([F:29])([F:27])[F:28])[CH:23]=1. Given the reactants [CH:1]1([CH2:4][NH:5][C:6](=[O:30])[O:7][CH2:8][CH2:9][CH2:10][C:11]2[CH:16]=[CH:15][C:14]([OH:17])=[CH:13][C:12]=2[O:18][C:19]2[C:24]([Cl:25])=[CH:23][C:22]([C:26]([F:29])([F:28])[F:27])=[CH:21][N:20]=2)[CH2:3][CH2:2]1.C(=O)([O-])[O-].[K+].[K+].Br[CH2:38][C:39]([O:41][CH2:42][CH3:43])=[O:40].Cl, predict the reaction product. (3) Given the reactants [Cl:1][C:2]1[CH:7]=[CH:6][C:5]([C@H:8]2[CH2:12][NH:11][CH2:10][C@@:9]2([N:14]([CH3:25])[C:15](=[O:24])[O:16][C:17]2[CH:22]=[CH:21][C:20]([F:23])=[CH:19][CH:18]=2)[CH3:13])=[CH:4][CH:3]=1.[C:26]([N:31]1[CH2:36][CH2:35][CH:34]([C:37](O)=[O:38])[CH2:33][CH2:32]1)(=[O:30])[CH:27]([CH3:29])[CH3:28].CN(C(ON1N=NC2C=CC=NC1=2)=[N+](C)C)C.F[P-](F)(F)(F)(F)F.CCN(C(C)C)C(C)C, predict the reaction product. The product is: [F:23][C:20]1[CH:19]=[CH:18][C:17]([O:16][C:15](=[O:24])[N:14]([C@:9]2([CH3:13])[C@@H:8]([C:5]3[CH:4]=[CH:3][C:2]([Cl:1])=[CH:7][CH:6]=3)[CH2:12][N:11]([C:37]([CH:34]3[CH2:33][CH2:32][N:31]([C:26](=[O:30])[CH:27]([CH3:28])[CH3:29])[CH2:36][CH2:35]3)=[O:38])[CH2:10]2)[CH3:25])=[CH:22][CH:21]=1. (4) The product is: [Br:12][CH2:10][C:7]1[N:6]=[C:5]([F:11])[C:4]([O:3][CH2:1][CH3:2])=[CH:9][CH:8]=1. Given the reactants [CH2:1]([O:3][C:4]1[C:5]([F:11])=[N:6][C:7]([CH3:10])=[CH:8][CH:9]=1)[CH3:2].[Br:12]N1C(=O)CCC1=O.N(C(C)(C)C#N)=NC(C)(C)C#N.O, predict the reaction product. (5) Given the reactants [F:1][C:2]1[CH:7]=[CH:6][C:5]([CH:8]([N:30]2[CH2:35][CH2:34][N:33]([CH:36]([CH3:38])[CH3:37])[CH2:32][CH2:31]2)[CH2:9][N:10]2[CH2:15][CH2:14][N:13]([CH2:16][CH2:17][CH2:18][CH2:19][C:20]3[C:29]4[C:24](=[CH:25][CH:26]=[CH:27][CH:28]=4)[CH:23]=[CH:22][CH:21]=3)[CH2:12][CH2:11]2)=[CH:4][CH:3]=1.[C:39]([OH:46])(=[O:45])/[CH:40]=[CH:41]\[C:42]([OH:44])=[O:43], predict the reaction product. The product is: [C:39]([OH:46])(=[O:45])/[CH:40]=[CH:41]\[C:42]([OH:44])=[O:43].[C:39]([OH:46])(=[O:45])/[CH:40]=[CH:41]\[C:42]([OH:44])=[O:43].[C:39]([OH:46])(=[O:45])/[CH:40]=[CH:41]\[C:42]([OH:44])=[O:43].[F:1][C:2]1[CH:7]=[CH:6][C:5]([CH:8]([N:30]2[CH2:35][CH2:34][N:33]([CH:36]([CH3:38])[CH3:37])[CH2:32][CH2:31]2)[CH2:9][N:10]2[CH2:15][CH2:14][N:13]([CH2:16][CH2:17][CH2:18][CH2:19][C:20]3[C:29]4[C:24](=[CH:25][CH:26]=[CH:27][CH:28]=4)[CH:23]=[CH:22][CH:21]=3)[CH2:12][CH2:11]2)=[CH:4][CH:3]=1.